This data is from Full USPTO retrosynthesis dataset with 1.9M reactions from patents (1976-2016). The task is: Predict the reactants needed to synthesize the given product. (1) Given the product [ClH:7].[C:29]([NH:32][C:33]1[CH:38]=[C:37]([C:27]2[C:21]3[S:20][C:19]([C:17]([NH:16][C@@H:10]4[CH:11]5[CH2:14][CH2:15][N:8]([CH2:13][CH2:12]5)[CH2:9]4)=[O:18])=[CH:23][C:22]=3[CH:24]=[CH:25][CH:26]=2)[CH:36]=[CH:35][CH:34]=1)(=[O:31])[CH3:30], predict the reactants needed to synthesize it. The reactants are: C(=O)([O-])[O-].[Na+].[Na+].[ClH:7].[N:8]12[CH2:15][CH2:14][CH:11]([CH2:12][CH2:13]1)[CH:10]([NH:16][C:17]([C:19]1[S:20][C:21]3[C:27](Br)=[CH:26][CH:25]=[CH:24][C:22]=3[CH:23]=1)=[O:18])[CH2:9]2.[C:29]([NH:32][C:33]1[CH:34]=[C:35](B(O)O)[CH:36]=[CH:37][CH:38]=1)(=[O:31])[CH3:30].[OH-].[Na+]. (2) Given the product [Br:1][C:2]1[CH:7]=[CH:6][C:5]([CH:8]([C:25]2[CH:30]=[CH:29][CH:28]=[CH:27][C:26]=2[CH3:31])[CH2:9][C:10]([C@H:12]2[CH2:17][CH2:16][C@H:15]([OH:18])[CH2:14][CH2:13]2)=[O:11])=[CH:4][CH:3]=1, predict the reactants needed to synthesize it. The reactants are: [Br:1][C:2]1[CH:7]=[CH:6][C:5]([CH:8]([C:25]2[CH:30]=[CH:29][CH:28]=[CH:27][C:26]=2[CH3:31])[CH2:9][C:10]([C@H:12]2[CH2:17][CH2:16][C@H:15]([O:18]C3CCCCO3)[CH2:14][CH2:13]2)=[O:11])=[CH:4][CH:3]=1.FC(F)(F)C(O)=O. (3) Given the product [CH3:1][O:2][C:3]1[CH:4]=[C:5]([CH:6]=[CH:7][C:8]=1[O:9][CH2:10][C:11]1[N:12]=[C:13]([C:17]2[CH:18]=[N:19][CH:20]=[CH:21][CH:22]=2)[O:14][C:15]=1[CH3:16])[CH2:23][O:24][C:26]1[C:30]([CH:31]=[O:32])=[CH:29][N:28]([C:33]2[CH:34]=[CH:35][CH:36]=[CH:37][CH:38]=2)[N:27]=1, predict the reactants needed to synthesize it. The reactants are: [CH3:1][O:2][C:3]1[CH:4]=[C:5]([CH2:23][OH:24])[CH:6]=[CH:7][C:8]=1[O:9][CH2:10][C:11]1[N:12]=[C:13]([C:17]2[CH:18]=[N:19][CH:20]=[CH:21][CH:22]=2)[O:14][C:15]=1[CH3:16].O[C:26]1[C:30]([CH:31]=[O:32])=[CH:29][N:28]([C:33]2[CH:38]=[CH:37][CH:36]=[CH:35][CH:34]=2)[N:27]=1.C(P(CCCC)CCCC)CCC.N(C(N1CCCCC1)=O)=NC(N1CCCCC1)=O. (4) Given the product [O:30]=[S:21]1(=[O:29])[C:22]2[CH:28]=[CH:27][CH:26]=[CH:25][C:23]=2[CH2:24][N:18]([C:9]2[CH:8]=[C:7]([NH:6][C:4](=[O:5])[CH2:3][CH2:2][NH2:1])[C:16]3[C:11](=[CH:12][CH:13]=[C:14]([CH3:17])[CH:15]=3)[N:10]=2)[CH2:19][CH2:20]1, predict the reactants needed to synthesize it. The reactants are: [NH2:1][CH:2](C(F)(F)F)[CH2:3][C:4]([NH:6][C:7]1[C:16]2[C:11](=[CH:12][CH:13]=[C:14]([CH3:17])[CH:15]=2)[N:10]=[C:9]([N:18]2[CH2:24][C:23]3[CH:25]=[CH:26][CH:27]=[CH:28][C:22]=3[S:21](=[O:30])(=[O:29])[CH2:20][CH2:19]2)[CH:8]=1)=[O:5].O=S1(=O)C2C=CC=CC=2CN(C2C=C(N)C3C(=CC=C(C)C=3)N=2)CC1.O=C1C2C(=CC=CC=2)C(=O)N1CCC(Cl)=O. (5) Given the product [F:1][C:2]1[CH:10]=[CH:9][CH:8]=[C:7]2[C:3]=1[C:4]([C:11](=[O:29])[C:12]([N:14]1[CH2:15][CH2:16][N:17]([C:20]([C:23]3[CH:24]=[CH:25][CH:26]=[CH:27][CH:28]=3)=[N:30][C:31]3[CH:36]=[CH:35][CH:34]=[CH:33][CH:32]=3)[CH2:18][CH2:19]1)=[O:13])=[CH:5][NH:6]2, predict the reactants needed to synthesize it. The reactants are: [F:1][C:2]1[CH:10]=[CH:9][CH:8]=[C:7]2[C:3]=1[C:4]([C:11](=[O:29])[C:12]([N:14]1[CH2:19][CH2:18][N:17]([CH:20]([C:23]3[CH:28]=[CH:27][CH:26]=[CH:25][CH:24]=3)C#N)[CH2:16][CH2:15]1)=[O:13])=[CH:5][NH:6]2.[NH2:30][C:31]1[CH:36]=[CH:35][CH:34]=[CH:33][CH:32]=1. (6) The reactants are: Br[C:2]1[CH:3]=[C:4]([CH3:28])[C:5]2[N:9]=[C:8]([O:10][CH2:11][CH3:12])[N:7]([CH2:13][C:14]3[CH:19]=[CH:18][C:17]([O:20][CH2:21][CH2:22][CH2:23][CH2:24][CH3:25])=[CH:16][C:15]=3[Cl:26])[C:6]=2[CH:27]=1.[CH2:29]([O:31][C:32]([C:34]1[CH:35]=[C:36](B(O)O)[CH:37]=[CH:38][CH:39]=1)=[O:33])[CH3:30]. Given the product [Cl:26][C:15]1[CH:16]=[C:17]([O:20][CH2:21][CH2:22][CH2:23][CH2:24][CH3:25])[CH:18]=[CH:19][C:14]=1[CH2:13][N:7]1[C:6]2[CH:27]=[C:2]([C:38]3[CH:39]=[C:34]([CH:35]=[CH:36][CH:37]=3)[C:32]([O:31][CH2:29][CH3:30])=[O:33])[CH:3]=[C:4]([CH3:28])[C:5]=2[N:9]=[C:8]1[O:10][CH2:11][CH3:12], predict the reactants needed to synthesize it. (7) The reactants are: [F:1][C:2]1[CH:3]=[C:4]([N+:11]([O-:13])=[O:12])[C:5]([CH3:10])=[C:6]([CH2:8][OH:9])[CH:7]=1.C1C=C[NH+]=CC=1.[O-][Cr](Cl)(=O)=O. Given the product [F:1][C:2]1[CH:3]=[C:4]([N+:11]([O-:13])=[O:12])[C:5]([CH3:10])=[C:6]([CH:7]=1)[CH:8]=[O:9], predict the reactants needed to synthesize it. (8) The reactants are: [Cl:1][C:2]1[CH:7]=[C:6]([Cl:8])[CH:5]=[CH:4][C:3]=1[CH2:9][CH2:10][O:11][C:12]1[CH:13]=[C:14]([CH:18]=[CH:19][C:20]=1[O:21][CH3:22])[C:15]([OH:17])=O.[N:23]1[CH:28]=[CH:27][CH:26]=[CH:25][C:24]=1[CH2:29][N:30]1[CH2:35][CH2:34][NH:33][CH2:32][CH2:31]1.[B-](F)(F)(F)F.CCOC(C(C#N)=NOC(N(C)C)=[N+](C)C)=O. Given the product [Cl:1][C:2]1[CH:7]=[C:6]([Cl:8])[CH:5]=[CH:4][C:3]=1[CH2:9][CH2:10][O:11][C:12]1[CH:13]=[C:14]([C:15]([N:33]2[CH2:34][CH2:35][N:30]([CH2:29][C:24]3[CH:25]=[CH:26][CH:27]=[CH:28][N:23]=3)[CH2:31][CH2:32]2)=[O:17])[CH:18]=[CH:19][C:20]=1[O:21][CH3:22], predict the reactants needed to synthesize it. (9) Given the product [Br:1][C:2]1[C:3]([NH:23][CH:19]2[CH2:22][CH2:21][CH2:20]2)=[N:4][C:5]([Cl:8])=[N:6][CH:7]=1, predict the reactants needed to synthesize it. The reactants are: [Br:1][C:2]1[C:3](Cl)=[N:4][C:5]([Cl:8])=[N:6][CH:7]=1.C(N(C(C)C)CC)(C)C.[CH:19]1([NH2:23])[CH2:22][CH2:21][CH2:20]1. (10) Given the product [NH2:8][C:16]1[C:21]([C:22]#[C:23][C:36]([C:37]2[CH:42]=[CH:41][CH:40]=[CH:39][CH:38]=2)=[O:43])=[N:20][C:19]([C:24]2[CH:29]=[CH:28][C:27]([S:30]([CH:33]([CH3:34])[CH3:35])(=[O:32])=[O:31])=[CH:26][CH:25]=2)=[CH:18][N:17]=1, predict the reactants needed to synthesize it. The reactants are: C(OC([N:8]([C:16]1[C:21]([C:22]#[CH:23])=[N:20][C:19]([C:24]2[CH:29]=[CH:28][C:27]([S:30]([CH:33]([CH3:35])[CH3:34])(=[O:32])=[O:31])=[CH:26][CH:25]=2)=[CH:18][N:17]=1)C(=O)OC(C)(C)C)=O)(C)(C)C.[C:36](Cl)(=[O:43])[C:37]1[CH:42]=[CH:41][CH:40]=[CH:39][CH:38]=1.C1(P(C2C=CC=CC=2)C2C=CC=CC=2)C=CC=CC=1.C(O)(C(F)(F)F)=O.